Dataset: NCI-60 drug combinations with 297,098 pairs across 59 cell lines. Task: Regression. Given two drug SMILES strings and cell line genomic features, predict the synergy score measuring deviation from expected non-interaction effect. (1) Drug 1: CN(CC1=CN=C2C(=N1)C(=NC(=N2)N)N)C3=CC=C(C=C3)C(=O)NC(CCC(=O)O)C(=O)O. Drug 2: C1=NC2=C(N1)C(=S)N=CN2. Cell line: TK-10. Synergy scores: CSS=52.9, Synergy_ZIP=-1.60, Synergy_Bliss=-0.540, Synergy_Loewe=-3.57, Synergy_HSA=0.428. (2) Synergy scores: CSS=41.8, Synergy_ZIP=3.81, Synergy_Bliss=6.68, Synergy_Loewe=5.31, Synergy_HSA=9.67. Drug 1: C1=CC(=C2C(=C1NCCNCCO)C(=O)C3=C(C=CC(=C3C2=O)O)O)NCCNCCO. Cell line: OVCAR-5. Drug 2: CC1OCC2C(O1)C(C(C(O2)OC3C4COC(=O)C4C(C5=CC6=C(C=C35)OCO6)C7=CC(=C(C(=C7)OC)O)OC)O)O. (3) Drug 1: C#CCC(CC1=CN=C2C(=N1)C(=NC(=N2)N)N)C3=CC=C(C=C3)C(=O)NC(CCC(=O)O)C(=O)O. Drug 2: CC1CCCC2(C(O2)CC(NC(=O)CC(C(C(=O)C(C1O)C)(C)C)O)C(=CC3=CSC(=N3)C)C)C. Cell line: OVCAR3. Synergy scores: CSS=57.3, Synergy_ZIP=2.39, Synergy_Bliss=1.70, Synergy_Loewe=2.24, Synergy_HSA=2.30. (4) Drug 1: CS(=O)(=O)C1=CC(=C(C=C1)C(=O)NC2=CC(=C(C=C2)Cl)C3=CC=CC=N3)Cl. Drug 2: C1=C(C(=O)NC(=O)N1)F. Cell line: SK-OV-3. Synergy scores: CSS=17.3, Synergy_ZIP=-2.12, Synergy_Bliss=1.77, Synergy_Loewe=-1.96, Synergy_HSA=2.18. (5) Drug 1: C1CN1C2=NC(=NC(=N2)N3CC3)N4CC4. Drug 2: CN(CC1=CN=C2C(=N1)C(=NC(=N2)N)N)C3=CC=C(C=C3)C(=O)NC(CCC(=O)O)C(=O)O. Cell line: HCC-2998. Synergy scores: CSS=46.5, Synergy_ZIP=-2.82, Synergy_Bliss=-1.94, Synergy_Loewe=-3.77, Synergy_HSA=0.744. (6) Drug 1: C1=CC(=CC=C1C#N)C(C2=CC=C(C=C2)C#N)N3C=NC=N3. Drug 2: CCN(CC)CCNC(=O)C1=C(NC(=C1C)C=C2C3=C(C=CC(=C3)F)NC2=O)C. Cell line: NCI-H460. Synergy scores: CSS=-2.13, Synergy_ZIP=1.92, Synergy_Bliss=1.51, Synergy_Loewe=-3.39, Synergy_HSA=-2.29.